Predict the reaction yield, written as a fraction of the theoretical maximum amount of product (1.0 means a 100% yield; for example, 0.34 means a 34% yield). From a dataset of Reaction yield outcomes from USPTO patents with 853,638 reactions. The reactants are [Cl:1][C:2]1[CH:7]=[C:6]2[NH:8][C:9](=[O:28])[C:10]3([CH:15]([C:16]4[CH:21]=[CH:20][CH:19]=[C:18]([Cl:22])[CH:17]=4)[CH2:14][C:13](=[O:23])[NH:12][CH:11]3[C:24](=C)[CH2:25][CH3:26])[C:5]2=[CH:4][CH:3]=1.[O:29]=[O+][O-]. The catalyst is CO.ClCCl. The product is [Cl:1][C:2]1[CH:7]=[C:6]2[NH:8][C:9](=[O:28])[C:10]3([CH:15]([C:16]4[CH:21]=[CH:20][CH:19]=[C:18]([Cl:22])[CH:17]=4)[CH2:14][C:13](=[O:23])[NH:12][CH:11]3[C:24](=[O:29])[CH2:25][CH3:26])[C:5]2=[CH:4][CH:3]=1. The yield is 0.500.